Dataset: Reaction yield outcomes from USPTO patents with 853,638 reactions. Task: Predict the reaction yield, written as a fraction of the theoretical maximum amount of product (1.0 means a 100% yield; for example, 0.34 means a 34% yield). (1) The reactants are [Cl:1][C:2]1[CH:7]=[CH:6][CH:5]=[CH:4][C:3]=1[C:8]1[CH:19]=[C:18]2[C:14]([C:15]([CH2:21]N3CCCC3)=[CH:16][N:17]2[CH3:20])=[C:13]2[C:9]=1[C:10](=[O:28])[NH:11][C:12]2=[O:27].C([O-])([O-])=[O:30].[K+].[K+].C([O-])(=O)C. The catalyst is C(OC(=O)C)(=O)C.CO.O1CCCC1. The product is [Cl:1][C:2]1[CH:7]=[CH:6][CH:5]=[CH:4][C:3]=1[C:8]1[CH:19]=[C:18]2[C:14]([C:15]([CH2:21][OH:30])=[CH:16][N:17]2[CH3:20])=[C:13]2[C:9]=1[C:10](=[O:28])[NH:11][C:12]2=[O:27]. The yield is 0.280. (2) The reactants are [Br:1][C:2]1[C:3]([N:20]2[CH2:25][CH2:24][CH2:23][C@@H:22]([NH:26][C:27](=[O:33])[O:28][C:29]([CH3:32])([CH3:31])[CH3:30])[CH2:21]2)=[C:4]2[C:10]([NH:11][C:12](=[O:19])[C:13]3[CH:18]=[CH:17][CH:16]=[N:15][CH:14]=3)=[CH:9][NH:8][C:5]2=[N:6][CH:7]=1.[CH3:34][C:35]([O:38][C:39](O[C:39]([O:38][C:35]([CH3:37])([CH3:36])[CH3:34])=[O:40])=[O:40])([CH3:37])[CH3:36].C(N(CC)CC)C.O. The catalyst is C(Cl)Cl.CN(C1C=CN=CC=1)C. The product is [Br:1][C:2]1[C:3]([N:20]2[CH2:25][CH2:24][CH2:23][C@@H:22]([NH:26][C:27]([O:28][C:29]([CH3:30])([CH3:32])[CH3:31])=[O:33])[CH2:21]2)=[C:4]2[C:10]([NH:11][C:12](=[O:19])[C:13]3[CH:18]=[CH:17][CH:16]=[N:15][CH:14]=3)=[CH:9][N:8]([C:39]([O:38][C:35]([CH3:37])([CH3:36])[CH3:34])=[O:40])[C:5]2=[N:6][CH:7]=1. The yield is 0.850. (3) The reactants are [CH3:1][O:2][C:3]1[CH:12]=[CH:11][C:10]2[NH:9][C:8](=[O:13])[C:7]3[S:14][CH:15]=[CH:16][C:6]=3[C:5]=2[C:4]=1[C:17]1[CH:26]=[C:25]2[C:20]([CH2:21][CH2:22][N:23](C(OC(C)(C)C)=O)[CH2:24]2)=[CH:19][CH:18]=1.C(O)(C(F)(F)F)=O. No catalyst specified. The product is [CH3:1][O:2][C:3]1[CH:12]=[CH:11][C:10]2[NH:9][C:8](=[O:13])[C:7]3[S:14][CH:15]=[CH:16][C:6]=3[C:5]=2[C:4]=1[C:17]1[CH:26]=[C:25]2[C:20]([CH2:21][CH2:22][NH:23][CH2:24]2)=[CH:19][CH:18]=1. The yield is 0.200. (4) The reactants are [OH:1][C:2]1[CH:11]=[C:10]2[C:5]([C:6]([O:12][C:13]3[CH:14]=[C:15]4[C:19](=[CH:20][CH:21]=3)[NH:18][C:17]([CH3:22])=[CH:16]4)=[N:7][CH:8]=[N:9]2)=[CH:4][C:3]=1[O:23][CH3:24].C(=O)([O-])[O-].[K+].[K+].[CH3:31][N:32]([CH:34]=[O:35])[CH3:33]. The catalyst is CC(C)=O. The product is [CH3:24][O:23][C:3]1[CH:4]=[C:5]2[C:10](=[CH:11][C:2]=1[O:1][CH2:4][CH:5]1[CH2:10][CH2:31][N:32]([CH3:33])[C:34](=[O:35])[CH2:6]1)[N:9]=[CH:8][N:7]=[C:6]2[O:12][C:13]1[CH:14]=[C:15]2[C:19](=[CH:20][CH:21]=1)[NH:18][C:17]([CH3:22])=[CH:16]2. The yield is 0.170. (5) The reactants are [Cl-].O[NH3+:3].[C:4](=[O:7])([O-])[OH:5].[Na+].CS(C)=O.[CH2:13]([C:17]1[CH:22]=[CH:21][C:20]([N:23]2[C:28](=[O:29])[C:27]([CH2:30][C:31]3[CH:36]=[CH:35][C:34]([C:37]4[C:38]([C:43]#[N:44])=[CH:39][CH:40]=[CH:41][CH:42]=4)=[CH:33][CH:32]=3)=[C:26]([CH2:45][CH2:46][CH3:47])[N:25]=[C:24]2[CH3:48])=[CH:19][CH:18]=1)[CH:14]([CH3:16])[CH3:15]. The catalyst is O.C(OCC)(=O)C. The product is [CH2:13]([C:17]1[CH:18]=[CH:19][C:20]([N:23]2[C:28](=[O:29])[C:27]([CH2:30][C:31]3[CH:32]=[CH:33][C:34]([C:37]4[CH:42]=[CH:41][CH:40]=[CH:39][C:38]=4[C:43]4[NH:3][C:4](=[O:7])[O:5][N:44]=4)=[CH:35][CH:36]=3)=[C:26]([CH2:45][CH2:46][CH3:47])[N:25]=[C:24]2[CH3:48])=[CH:21][CH:22]=1)[CH:14]([CH3:16])[CH3:15]. The yield is 0.400. (6) The reactants are Br[C:2]1[CH:7]=[CH:6][C:5]([NH:8][C:9]([C:11]2[NH:12][CH:13]=[C:14]([C:16]#[N:17])[N:15]=2)=[O:10])=[C:4]([C:18]2[CH2:23][CH2:22][C:21]([CH3:25])([CH3:24])[CH2:20][CH:19]=2)[CH:3]=1.C([Mg]Cl)(C)C.[Li]C(C)(C)C.[C:36]1(=[O:42])[CH2:41][CH2:40][CH2:39][CH2:38][CH2:37]1. The catalyst is C1COCC1. The product is [CH3:24][C:21]1([CH3:25])[CH2:22][CH2:23][C:18]([C:4]2[CH:3]=[C:2]([C:36]3([OH:42])[CH2:41][CH2:40][CH2:39][CH2:38][CH2:37]3)[CH:7]=[CH:6][C:5]=2[NH:8][C:9]([C:11]2[NH:12][CH:13]=[C:14]([C:16]#[N:17])[N:15]=2)=[O:10])=[CH:19][CH2:20]1. The yield is 0.450. (7) The reactants are [Cl:1][C:2]1[CH:3]=[C:4]([CH:8]=[C:9]([Cl:12])[C:10]=1[F:11])[C:5](Cl)=[O:6].ClC1C=C(C(F)(F)F)C=C(Cl)C=1F.S(=O)(=O)(O)[OH:27].ClS(O)(=O)=O. No catalyst specified. The product is [Cl:1][C:2]1[CH:3]=[C:4]([CH:8]=[C:9]([Cl:12])[C:10]=1[F:11])[C:5]([OH:27])=[O:6]. The yield is 0.490. (8) The reactants are [CH3:1][NH:2][C:3]1[N:11]=[CH:10][N:9]=[C:8]2[C:4]=1[N:5]=[CH:6][NH:7]2.[H-].[Na+].F[C:15]1[CH:20]=[CH:19][C:18]([N+:21]([O-:23])=[O:22])=[CH:17][CH:16]=1. The catalyst is CS(C)=O.CCCCCC.O. The product is [CH3:1][NH:2][C:3]1[N:11]=[CH:10][N:9]=[C:8]2[C:4]=1[N:5]=[CH:6][N:7]2[C:15]1[CH:20]=[CH:19][C:18]([N+:21]([O-:23])=[O:22])=[CH:17][CH:16]=1. The yield is 0.830. (9) The reactants are C[Al](C)C.[CH3:5][C@H:6]1[NH:11][C@@H:10]([CH3:12])[CH2:9][N:8]([C:13]2[S:17][C:16]([C:18]([O:20]CC)=O)=[CH:15][CH:14]=2)[CH2:7]1.Cl.[CH3:24][O:25][C:26]1[CH:27]=[C:28]([CH2:34][O:35][C:36]2[CH:37]=[C:38]([NH2:41])[NH:39][N:40]=2)[CH:29]=[C:30]([O:32][CH3:33])[CH:31]=1.C(C(C(C([O-])=O)O)O)([O-])=O.[Na+].[K+]. The catalyst is C1(C)C=CC=CC=1.O.C(OCC)(=O)C. The product is [CH3:33][O:32][C:30]1[CH:29]=[C:28]([CH2:34][O:35][C:36]2[CH:37]=[C:38]([NH:41][C:18]([C:16]3[S:17][C:13]([N:8]4[CH2:9][C@@H:10]([CH3:12])[NH:11][C@@H:6]([CH3:5])[CH2:7]4)=[CH:14][CH:15]=3)=[O:20])[NH:39][N:40]=2)[CH:27]=[C:26]([O:25][CH3:24])[CH:31]=1. The yield is 0.327.